The task is: Predict the reactants needed to synthesize the given product.. This data is from Full USPTO retrosynthesis dataset with 1.9M reactions from patents (1976-2016). (1) Given the product [CH3:15][S:16]([NH:1][C:2]1[CH:3]=[CH:4][C:5]2[CH:9]=[C:8]([C:10]([O:12][CH3:13])=[O:11])[S:7][C:6]=2[CH:14]=1)(=[O:18])=[O:17], predict the reactants needed to synthesize it. The reactants are: [NH2:1][C:2]1[CH:3]=[CH:4][C:5]2[CH:9]=[C:8]([C:10]([O:12][CH3:13])=[O:11])[S:7][C:6]=2[CH:14]=1.[CH3:15][S:16](Cl)(=[O:18])=[O:17]. (2) Given the product [CH2:1]([N:8]1[CH2:12][C@@H:11]([NH:13][CH2:14][C:15]2[CH:20]=[CH:19][C:18]([F:21])=[CH:17][C:16]=2[F:22])[CH2:10][C@H:9]1[C:30]([N:44]1[CH2:43][CH2:42][N:41]([C:36]2[C:35]([C:34]([F:33])([F:47])[F:48])=[CH:40][CH:39]=[CH:38][N:37]=2)[CH2:46][CH2:45]1)=[O:31])[C:2]1[CH:7]=[CH:6][CH:5]=[CH:4][CH:3]=1, predict the reactants needed to synthesize it. The reactants are: [CH2:1]([N:8]1[CH2:12][CH:11]([N:13](C(OC(C)(C)C)=O)[CH2:14][C:15]2[CH:20]=[CH:19][C:18]([F:21])=[CH:17][C:16]=2[F:22])[CH2:10][CH:9]1[C:30](O)=[O:31])[C:2]1[CH:7]=[CH:6][CH:5]=[CH:4][CH:3]=1.[F:33][C:34]([F:48])([F:47])[C:35]1[C:36]([N:41]2[CH2:46][CH2:45][NH:44][CH2:43][CH2:42]2)=[N:37][CH:38]=[CH:39][CH:40]=1. (3) Given the product [F:42][C:39]1[CH:38]=[CH:37][C:36]([CH2:35][O:34][C:31]2[CH:30]=[CH:29][C:28]([CH2:27][O:26][C:24]([N:21]3[CH2:20][CH2:19][N:18]([C:16]([O:15][CH2:14][CH:12]4[C:11]5[CH:10]=[CH:9][CH:8]=[CH:7][C:6]=5[C:5]5[C:13]4=[CH:1][CH:2]=[CH:3][CH:4]=5)=[O:17])[CH2:23][CH2:22]3)=[O:25])=[CH:33][CH:32]=2)=[CH:41][CH:40]=1, predict the reactants needed to synthesize it. The reactants are: [CH:1]1[C:13]2[CH:12]([CH2:14][O:15][C:16]([N:18]3[CH2:23][CH2:22][N:21]([C:24]([O:26][CH2:27][C:28]4[CH:33]=[CH:32][C:31]([O:34][CH2:35][C:36]5[CH:41]=[CH:40][CH:39]=[CH:38][CH:37]=5)=[CH:30][CH:29]=4)=[O:25])[CH2:20][CH2:19]3)=[O:17])[C:11]3[C:6](=[CH:7][CH:8]=[CH:9][CH:10]=3)[C:5]=2[CH:4]=[CH:3][CH:2]=1.[F:42]C1C=CC(COC2C=CC(COC(=O)OC(Cl)C)=CC=2)=CC=1.C(N1CCNCC1)(OCC1C2C(=CC=CC=2)C2C1=CC=CC=2)=O. (4) Given the product [C:22]([N:1]1[CH2:2][CH2:3][CH:4]([NH:7][C:8](=[O:14])[O:9][C:10]([CH3:11])([CH3:13])[CH3:12])[CH2:5][CH2:6]1)(=[O:29])[C:23]1[CH:28]=[CH:27][CH:26]=[CH:25][CH:24]=1, predict the reactants needed to synthesize it. The reactants are: [NH:1]1[CH2:6][CH2:5][CH:4]([NH:7][C:8](=[O:14])[O:9][C:10]([CH3:13])([CH3:12])[CH3:11])[CH2:3][CH2:2]1.C(N(CC)CC)C.[C:22](Cl)(=[O:29])[C:23]1[CH:28]=[CH:27][CH:26]=[CH:25][CH:24]=1. (5) Given the product [F:15][C:6]([F:14])([CH2:7][C:8]1[CH:13]=[CH:12][CH:11]=[CH:10][CH:9]=1)[CH2:5][C@H:4]([NH:16][C:17]([N:19]1[CH2:20][CH2:21][O:22][CH2:23][CH2:24]1)=[O:18])[C:3]([OH:25])=[O:2], predict the reactants needed to synthesize it. The reactants are: C[O:2][C:3](=[O:25])[C@@H:4]([NH:16][C:17]([N:19]1[CH2:24][CH2:23][O:22][CH2:21][CH2:20]1)=[O:18])[CH2:5][C:6]([F:15])([F:14])[CH2:7][C:8]1[CH:13]=[CH:12][CH:11]=[CH:10][CH:9]=1. (6) Given the product [NH:10]1[C:11]2[CH:16]=[CH:15][CH:14]=[CH:13][C:12]=2[N:8]=[C:9]1[CH2:17][N:18]([CH2:29][C:30]1[CH:35]=[CH:34][C:33]([C:36]([NH2:42])=[O:38])=[CH:32][C:31]=1[C:40]#[N:41])[CH:19]1[C:28]2[N:27]=[CH:26][CH:25]=[CH:24][C:23]=2[CH2:22][CH2:21][CH2:20]1, predict the reactants needed to synthesize it. The reactants are: C(OC([N:8]1[C:12]2[CH:13]=[CH:14][CH:15]=[CH:16][C:11]=2[N:10]=[C:9]1[CH2:17][N:18]([CH2:29][C:30]1[CH:35]=[CH:34][C:33]([C:36]([O:38]C)=O)=[CH:32][C:31]=1[C:40]#[N:41])[CH:19]1[C:28]2[N:27]=[CH:26][CH:25]=[CH:24][C:23]=2[CH2:22][CH2:21][CH2:20]1)=O)(C)(C)C.[NH3:42]. (7) Given the product [C:27]1([S:24]([C:23]2[C:4]3[C:3](=[CH:22][CH:21]=[C:6]([O:7][CH2:8][CH2:9][O:10][S:11]([C:14]4[CH:19]=[CH:18][C:17]([CH3:20])=[CH:16][CH:15]=4)(=[O:12])=[O:13])[CH:5]=3)[NH:2][N:37]=2)(=[O:25])=[O:26])[C:36]2[C:31](=[CH:32][CH:33]=[CH:34][CH:35]=2)[CH:30]=[CH:29][CH:28]=1, predict the reactants needed to synthesize it. The reactants are: Cl.[NH2:2][C:3]1[CH:22]=[CH:21][C:6]([O:7][CH2:8][CH2:9][O:10][S:11]([C:14]2[CH:19]=[CH:18][C:17]([CH3:20])=[CH:16][CH:15]=2)(=[O:13])=[O:12])=[CH:5][C:4]=1[CH2:23][S:24]([C:27]1[C:36]2[C:31](=[CH:32][CH:33]=[CH:34][CH:35]=2)[CH:30]=[CH:29][CH:28]=1)(=[O:26])=[O:25].[N:37]([O-])=O.[Na+].C(=O)([O-])[O-].[Na+].[Na+]. (8) Given the product [NH2:8][C:5]1[N:6]=[CH:7][C:2]([C:21]2[CH:22]=[CH:23][C:18]([F:17])=[C:19]([C:27]([N:29]3[CH2:30][CH2:31][O:32][CH2:33][CH2:34]3)=[O:28])[CH:20]=2)=[CH:3][C:4]=1[C:9]1[N:10]=[N:11][N:12]([CH:14]([CH3:16])[CH3:15])[CH:13]=1, predict the reactants needed to synthesize it. The reactants are: Br[C:2]1[CH:3]=[C:4]([C:9]2[N:10]=[N:11][N:12]([CH:14]([CH3:16])[CH3:15])[CH:13]=2)[C:5]([NH2:8])=[N:6][CH:7]=1.[F:17][C:18]1[CH:23]=[CH:22][C:21](B(O)O)=[CH:20][C:19]=1[C:27]([N:29]1[CH2:34][CH2:33][O:32][CH2:31][CH2:30]1)=[O:28].O.C([O-])([O-])=O.[Cs+].[Cs+]. (9) Given the product [OH:11][C:8]1[CH:9]=[CH:10][C:5]([C:3](=[O:4])[CH2:2][O:13][CH3:12])=[CH:6][CH:7]=1, predict the reactants needed to synthesize it. The reactants are: Br[CH2:2][C:3]([C:5]1[CH:10]=[CH:9][C:8]([OH:11])=[CH:7][CH:6]=1)=[O:4].[CH3:12][O-:13].[Na+].Cl.